From a dataset of Forward reaction prediction with 1.9M reactions from USPTO patents (1976-2016). Predict the product of the given reaction. (1) Given the reactants [Br-:1].[Br-].[Br-].C1([N+](C)(C)C)C=CC=CC=1.C1([N+](C)(C)C)C=CC=CC=1.C1([N+](C)(C)C)C=CC=CC=1.[CH2:34]([O:41][C:42]1[CH:47]=[CH:46][C:45]([C:48](=[O:50])[CH3:49])=[CH:44][C:43]=1[N+:51]([O-:53])=[O:52])[C:35]1[CH:40]=[CH:39][CH:38]=[CH:37][CH:36]=1, predict the reaction product. The product is: [CH2:34]([O:41][C:42]1[CH:47]=[CH:46][C:45]([C:48](=[O:50])[CH2:49][Br:1])=[CH:44][C:43]=1[N+:51]([O-:53])=[O:52])[C:35]1[CH:36]=[CH:37][CH:38]=[CH:39][CH:40]=1. (2) Given the reactants [Cl:1][C:2]1[CH:7]=[C:6]([Cl:8])[CH:5]=[CH:4][C:3]=1[SH:9].[H-].[Na+].Br[CH:13]1[CH2:17][CH2:16][N:15]([CH:18]2[CH2:23][CH2:22][CH2:21][CH2:20][CH2:19]2)[C:14]1=[O:24], predict the reaction product. The product is: [CH:18]1([N:15]2[CH2:16][CH2:17][CH:13]([S:9][C:3]3[CH:4]=[CH:5][C:6]([Cl:8])=[CH:7][C:2]=3[Cl:1])[C:14]2=[O:24])[CH2:19][CH2:20][CH2:21][CH2:22][CH2:23]1. (3) Given the reactants C[O:2][C:3]([C:5]1[C:18]2[C:9](=[N:10][C:11]3[C:16]([N:17]=2)=[C:15]2[CH:19]=[CH:20][CH:21]=[C:22]([N:23]([CH3:25])[CH3:24])[C:14]2=[CH:13][CH:12]=3)[CH:8]=[CH:7][CH:6]=1)=O.COC(C1C2C(=NC3C(N=2)=C2C=CC(N(C)C)=CC2=CC=3)C=CC=1)=O.[CH3:51][N:52]([CH3:56])[CH2:53][CH2:54][NH2:55], predict the reaction product. The product is: [CH3:51][N:52]([CH3:56])[CH2:53][CH2:54][NH:55][C:3]([C:5]1[C:18]2[C:9](=[N:10][C:11]3[C:16]([N:17]=2)=[C:15]2[CH:19]=[CH:20][CH:21]=[C:22]([N:23]([CH3:25])[CH3:24])[C:14]2=[CH:13][CH:12]=3)[CH:8]=[CH:7][CH:6]=1)=[O:2]. (4) Given the reactants C([O:6][C@@H:7]([C:9]1[N:14]=[C:13]([N:15]2[CH2:20][CH2:19][N:18]([C:21]3[O:22][C:23]4[CH:24]=[N:25][CH:26]=[CH:27][C:28]=4[N:29]=3)[CH2:17][CH2:16]2)[CH:12]=[CH:11][N:10]=1)[CH3:8])(=O)CCC.C(=O)([O-])[O-].[K+].[K+], predict the reaction product. The product is: [N:29]1[C:28]2[CH:27]=[CH:26][N:25]=[CH:24][C:23]=2[O:22][C:21]=1[N:18]1[CH2:17][CH2:16][N:15]([C:13]2[CH:12]=[CH:11][N:10]=[C:9]([C@H:7]([OH:6])[CH3:8])[N:14]=2)[CH2:20][CH2:19]1. (5) Given the reactants COC1C=C(OC)C=CC=1C[N:6]1[CH2:10][CH2:9][N:8]([CH2:11][C:12]2([CH3:23])[O:16][C:15]3=[N:17][C:18]([N+:20]([O-:22])=[O:21])=[CH:19][N:14]3[CH2:13]2)[C:7]1=[O:24].FC(F)(F)C(O)=O.C(=O)([O-])O.[Na+], predict the reaction product. The product is: [CH3:23][C:12]1([CH2:11][N:8]2[CH2:9][CH2:10][NH:6][C:7]2=[O:24])[O:16][C:15]2=[N:17][C:18]([N+:20]([O-:22])=[O:21])=[CH:19][N:14]2[CH2:13]1. (6) The product is: [Br:1][C:2]1[CH:7]=[CH:6][CH:5]=[CH:4][C:3]=1[S:8][C:9]1([C:15]([OH:17])=[O:16])[CH2:14][CH2:13][CH2:12][CH2:11][CH2:10]1. Given the reactants [Br:1][C:2]1[CH:7]=[CH:6][CH:5]=[CH:4][C:3]=1[S:8][C:9]1([C:15]([O:17]C)=[O:16])[CH2:14][CH2:13][CH2:12][CH2:11][CH2:10]1.[OH-].[Na+], predict the reaction product. (7) Given the reactants [CH3:1][O:2][C:3]1[CH:8]=[CH:7][C:6]2[C:9]3([CH2:19][O:20][C:5]=2[CH:4]=1)[C:17]1[C:12](=[CH:13][CH:14]=[CH:15][CH:16]=1)[NH:11][C:10]3=[O:18].CC1C2C=C3[C:33]4([C:41]5[C:36](=CC=CC=5)NC4=O)[CH2:32][O:31][C:29]3=[CH:30]C=2ON=1.BrCC1CCCCO1.BrCC1OC(C(F)(F)F)=CC=1, predict the reaction product. The product is: [CH3:1][O:2][C:3]1[CH:8]=[CH:7][C:6]2[C:9]3([CH2:19][O:20][C:5]=2[CH:4]=1)[C:17]1[C:12](=[CH:13][CH:14]=[CH:15][CH:16]=1)[N:11]([CH2:30][CH:29]1[CH2:36][CH2:41][CH2:33][CH2:32][O:31]1)[C:10]3=[O:18]. (8) Given the reactants [NH:1]1[C:9]2[C:4](=[CH:5][CH:6]=[CH:7][C:8]=2[NH:10][C:11]2[N:16]3[N:17]=[CH:18][C:19]([C:20](O)=[O:21])=[C:15]3[N:14]=[CH:13][C:12]=2[C:23]([N:25]2[CH2:30][CH2:29][CH:28]([C:31]3[CH:36]=[CH:35][CH:34]=[CH:33][CH:32]=3)[CH2:27][CH2:26]2)=[O:24])[CH:3]=[CH:2]1.[CH2:37]([S:39]([NH2:42])(=[O:41])=[O:40])[CH3:38], predict the reaction product. The product is: [NH:1]1[C:9]2[C:4](=[CH:5][CH:6]=[CH:7][C:8]=2[NH:10][C:11]2[N:16]3[N:17]=[CH:18][C:19]([C:20]([NH:42][S:39]([CH2:37][CH3:38])(=[O:41])=[O:40])=[O:21])=[C:15]3[N:14]=[CH:13][C:12]=2[C:23]([N:25]2[CH2:30][CH2:29][CH:28]([C:31]3[CH:36]=[CH:35][CH:34]=[CH:33][CH:32]=3)[CH2:27][CH2:26]2)=[O:24])[CH:3]=[CH:2]1. (9) Given the reactants S(=O)(=O)(O)O.[N+:6]([O-:9])(O)=[O:7].[Cl:10][C:11]1[CH:16]=[CH:15][C:14]([Cl:17])=[CH:13][C:12]=1[O:18][CH3:19], predict the reaction product. The product is: [Cl:10][C:11]1[CH:16]=[C:15]([N+:6]([O-:9])=[O:7])[C:14]([Cl:17])=[CH:13][C:12]=1[O:18][CH3:19]. (10) Given the reactants [F:1][C:2]([F:23])([F:22])[C:3]1[CH:8]=[CH:7][C:6]([C:9]2[C:13]3[CH:14]=[CH:15][C:16]([C:18]#[C:19][CH2:20][OH:21])=[CH:17][C:12]=3[S:11][N:10]=2)=[CH:5][CH:4]=1, predict the reaction product. The product is: [F:23][C:2]([F:1])([F:22])[C:3]1[CH:4]=[CH:5][C:6]([C:9]2[C:13]3[CH:14]=[CH:15][C:16]([CH2:18][CH2:19][CH2:20][OH:21])=[CH:17][C:12]=3[S:11][N:10]=2)=[CH:7][CH:8]=1.